This data is from Merck oncology drug combination screen with 23,052 pairs across 39 cell lines. The task is: Regression. Given two drug SMILES strings and cell line genomic features, predict the synergy score measuring deviation from expected non-interaction effect. (1) Drug 1: O=C(CCCCCCC(=O)Nc1ccccc1)NO. Drug 2: CCc1cnn2c(NCc3ccc[n+]([O-])c3)cc(N3CCCCC3CCO)nc12. Cell line: T47D. Synergy scores: synergy=-17.0. (2) Drug 1: COC12C(COC(N)=O)C3=C(C(=O)C(C)=C(N)C3=O)N1CC1NC12. Drug 2: Cn1cc(-c2cnn3c(N)c(Br)c(C4CCCNC4)nc23)cn1. Cell line: ZR751. Synergy scores: synergy=6.29. (3) Drug 1: CN(Cc1cnc2nc(N)nc(N)c2n1)c1ccc(C(=O)NC(CCC(=O)O)C(=O)O)cc1. Drug 2: Cc1nc(Nc2ncc(C(=O)Nc3c(C)cccc3Cl)s2)cc(N2CCN(CCO)CC2)n1. Cell line: VCAP. Synergy scores: synergy=9.71. (4) Drug 1: CN(Cc1cnc2nc(N)nc(N)c2n1)c1ccc(C(=O)NC(CCC(=O)O)C(=O)O)cc1. Drug 2: Cn1c(=O)n(-c2ccc(C(C)(C)C#N)cc2)c2c3cc(-c4cnc5ccccc5c4)ccc3ncc21. Cell line: EFM192B. Synergy scores: synergy=9.46. (5) Drug 1: O=C(O)C1(Cc2cccc(Nc3nccs3)n2)CCC(Oc2cccc(Cl)c2F)CC1. Drug 2: CNC(=O)c1cc(Oc2ccc(NC(=O)Nc3ccc(Cl)c(C(F)(F)F)c3)cc2)ccn1. Cell line: LOVO. Synergy scores: synergy=-7.20. (6) Drug 1: CC1(c2nc3c(C(N)=O)cccc3[nH]2)CCCN1. Drug 2: CCc1cnn2c(NCc3ccc[n+]([O-])c3)cc(N3CCCCC3CCO)nc12. Cell line: VCAP. Synergy scores: synergy=10.3. (7) Drug 1: CN(C)C(=N)N=C(N)N. Drug 2: O=C(CCCCCCC(=O)Nc1ccccc1)NO. Cell line: SKMES1. Synergy scores: synergy=7.09. (8) Drug 1: COc1cccc2c1C(=O)c1c(O)c3c(c(O)c1C2=O)CC(O)(C(=O)CO)CC3OC1CC(N)C(O)C(C)O1. Drug 2: CNC(=O)c1cc(Oc2ccc(NC(=O)Nc3ccc(Cl)c(C(F)(F)F)c3)cc2)ccn1. Cell line: NCIH2122. Synergy scores: synergy=-12.8.